This data is from Peptide-MHC class II binding affinity with 134,281 pairs from IEDB. The task is: Regression. Given a peptide amino acid sequence and an MHC pseudo amino acid sequence, predict their binding affinity value. This is MHC class II binding data. (1) The peptide sequence is NPRQAYANYRDIDLG. The MHC is HLA-DQA10401-DQB10402 with pseudo-sequence HLA-DQA10401-DQB10402. The binding affinity (normalized) is 0.0564. (2) The peptide sequence is TDDNEEPIAPYHFDL. The MHC is HLA-DQA10201-DQB10202 with pseudo-sequence HLA-DQA10201-DQB10202. The binding affinity (normalized) is 0.190.